Dataset: Reaction yield outcomes from USPTO patents with 853,638 reactions. Task: Predict the reaction yield, written as a fraction of the theoretical maximum amount of product (1.0 means a 100% yield; for example, 0.34 means a 34% yield). (1) The reactants are [NH2:1][C@@H:2]([C:7]([CH3:10])([CH3:9])[CH3:8])[C:3]([O:5][CH3:6])=[O:4].C(N(CC)C(C)C)(C)C.[F:20][C:21]([F:36])([F:35])[C:22]([O:25][C:26](=O)[O:27]C1C=CC=CN=1)([CH3:24])[CH3:23]. The catalyst is C(Cl)Cl. The product is [CH3:6][O:5][C:3](=[O:4])[C@@H:2]([NH:1][C:26]([O:25][C:22]([CH3:24])([CH3:23])[C:21]([F:36])([F:35])[F:20])=[O:27])[C:7]([CH3:10])([CH3:9])[CH3:8]. The yield is 0.990. (2) The reactants are Br[CH2:2][CH2:3][O:4][C:5]1[CH:10]=[CH:9][C:8]([NH:11][C:12](=[O:21])[C:13]2[CH:18]=[CH:17][CH:16]=[C:15]([O:19][CH3:20])[CH:14]=2)=[CH:7][C:6]=1[C:22]1[N:23]([CH3:27])[N:24]=[CH:25][CH:26]=1.[NH3:28]. The catalyst is CO. The product is [NH2:28][CH2:2][CH2:3][O:4][C:5]1[CH:10]=[CH:9][C:8]([NH:11][C:12](=[O:21])[C:13]2[CH:18]=[CH:17][CH:16]=[C:15]([O:19][CH3:20])[CH:14]=2)=[CH:7][C:6]=1[C:22]1[N:23]([CH3:27])[N:24]=[CH:25][CH:26]=1. The yield is 0.530. (3) The reactants are C[O:2][C:3]([C:5]1[CH2:10][CH2:9][C:8](=[C:11]([CH3:13])[CH3:12])[CH2:7][CH:6]=1)=O.[H-].[Al+3].[Li+].[H-].[H-].[H-]. The catalyst is C1COCC1. The product is [C:11](=[C:8]1[CH2:9][CH2:10][C:5]([CH2:3][OH:2])=[CH:6][CH2:7]1)([CH3:13])[CH3:12]. The yield is 0.800. (4) The reactants are C1([O:7][C:8]2C=CC=CC=2)C=CC=CC=1.C([N:18](CCCC)CCCC)CCC.[C:27](/[C:29](/[C:36]1[CH:40]=[CH:39][S:38][CH:37]=1)=[CH:30]\C(N=[N+]=[N-])=O)#[N:28].CCCCCC. The product is [O:7]=[C:8]1[C:37]2[S:38][CH:39]=[CH:40][C:36]=2[C:29]([C:27]#[N:28])=[CH:30][NH:18]1. The yield is 0.440. The catalyst is C(Cl)Cl. (5) The reactants are [C:1]1([N:7](C2C=CC=CC=2)[C:8]2[CH:21]=[CH:20][C:19]3[C:10](=C(C4C=CC=CC=4)[C:19]4[C:10](C=3C3C=CC=CC=3)=[CH:9][C:8]([N:7](C3C=CC=CC=3)[C:1]3[CH:2]=[CH:3][CH:4]=[CH:5][CH:6]=3)=[CH:21][CH:20]=4)[CH:9]=2)[CH:6]=[CH:5][CH:4]=[CH:3][CH:2]=1.Br[C:54]1[CH:67]=[CH:66][C:65]2[C:64](=[O:68])[C:63]3[C:58](=[CH:59][CH:60]=[C:61](Br)[CH:62]=3)[C:57](=[O:70])[C:56]=2[CH:55]=1.[C:71]1([NH:77][C:78]2[CH:83]=[CH:82][CH:81]=[CH:80][CH:79]=2)[CH:76]=[CH:75][CH:74]=[CH:73][CH:72]=1.CC(C)([O-])C.[Na+]. The catalyst is C([O-])(=O)C.[Pd+2].C([O-])(=O)C.C(P(C(C)(C)C)C(C)(C)C)(C)(C)C.C1(C)C=CC=CC=1. The product is [C:78]1([N:77]([C:71]2[CH:72]=[CH:73][CH:74]=[CH:75][CH:76]=2)[C:54]2[CH:67]=[CH:66][C:65]3[C:64](=[O:68])[C:63]4[C:58](=[CH:59][CH:60]=[C:61]([N:7]([C:1]5[CH:2]=[CH:3][CH:4]=[CH:5][CH:6]=5)[C:8]5[CH:21]=[CH:20][CH:19]=[CH:10][CH:9]=5)[CH:62]=4)[C:57](=[O:70])[C:56]=3[CH:55]=2)[CH:79]=[CH:80][CH:81]=[CH:82][CH:83]=1. The yield is 0.750. (6) The reactants are [NH2:1][C:2]1[CH:7]=[C:6](Br)[C:5]([CH3:9])=[CH:4][C:3]=1[S:10]([NH2:13])(=[O:12])=[O:11].[CH3:14][O:15][C:16]1[CH:21]=[CH:20][CH:19]=[CH:18][C:17]=1B(O)O.C([O-])([O-])=O.[Na+].[Na+]. The catalyst is COCCOC.Cl[Pd](Cl)([P](C1C=CC=CC=1)(C1C=CC=CC=1)C1C=CC=CC=1)[P](C1C=CC=CC=1)(C1C=CC=CC=1)C1C=CC=CC=1. The product is [NH2:1][C:2]1[CH:7]=[C:6]([C:17]2[CH:18]=[CH:19][CH:20]=[CH:21][C:16]=2[O:15][CH3:14])[C:5]([CH3:9])=[CH:4][C:3]=1[S:10]([NH2:13])(=[O:12])=[O:11]. The yield is 0.900. (7) The reactants are [CH3:1][O:2][C:3]1[CH:12]=[CH:11][C:10]([N+:13]([O-:15])=[O:14])=[C:9]2[C:4]=1[CH2:5][CH2:6][CH:7]([C:16]([OH:18])=[O:17])[CH2:8]2.S(Cl)(Cl)=O.[NH2:23][C:24]1[CH:37]=[CH:36][C:27]([C:28]([N:30]2[CH2:35][CH2:34][O:33][CH2:32][CH2:31]2)=[O:29])=[CH:26][CH:25]=1.[CH2:38](N([CH2:43][CH3:44])CC)[CH3:39]. The catalyst is CN(C)C=O.C(Cl)Cl.O.C1(C)C=CC=CC=1. The product is [CH:3]([O:2][CH:43]([CH3:44])[CH3:24])([CH3:12])[CH3:4].[C:16]([O:18][CH2:38][CH3:39])(=[O:17])[CH3:7].[O:33]1[CH2:32][CH2:31][N:30]([C:28]([C:27]2[CH:36]=[CH:37][C:24]([NH:23][C:16]([CH:7]3[CH2:6][CH2:5][C:4]4[C:9](=[C:10]([N+:13]([O-:15])=[O:14])[CH:11]=[CH:12][C:3]=4[O:2][CH3:1])[CH2:8]3)=[O:18])=[CH:25][CH:26]=2)=[O:29])[CH2:35][CH2:34]1. The yield is 0.730.